Predict the reactants needed to synthesize the given product. From a dataset of Full USPTO retrosynthesis dataset with 1.9M reactions from patents (1976-2016). Given the product [CH3:29][C:25]1[C:26]([C:27]#[N:28])=[C:21]([NH:19][C@H:17]([C:7]2[N:6]=[C:5]3[CH:4]=[CH:3][N:2]([CH3:1])[C:10]3=[CH:9][C:8]=2[N:11]2[CH2:12][CH2:13][O:14][CH2:15][CH2:16]2)[CH3:18])[N:22]=[C:23]([S:30][CH3:31])[N:24]=1, predict the reactants needed to synthesize it. The reactants are: [CH3:1][N:2]1[C:10]2[C:5](=[N:6][C:7]([C@@H:17]([NH2:19])[CH3:18])=[C:8]([N:11]3[CH2:16][CH2:15][O:14][CH2:13][CH2:12]3)[CH:9]=2)[CH:4]=[CH:3]1.Cl[C:21]1[C:26]([C:27]#[N:28])=[C:25]([CH3:29])[N:24]=[C:23]([S:30][CH3:31])[N:22]=1.CCN(CC)CC.